This data is from Peptide-MHC class II binding affinity with 134,281 pairs from IEDB. The task is: Regression. Given a peptide amino acid sequence and an MHC pseudo amino acid sequence, predict their binding affinity value. This is MHC class II binding data. (1) The peptide sequence is SGFIGFCKSMGSKCV. The binding affinity (normalized) is 0.384. The MHC is DRB1_0802 with pseudo-sequence DRB1_0802. (2) The peptide sequence is SARYDVALSEQGEFK. The MHC is DRB1_0701 with pseudo-sequence DRB1_0701. The binding affinity (normalized) is 0.348.